Predict the product of the given reaction. From a dataset of Forward reaction prediction with 1.9M reactions from USPTO patents (1976-2016). (1) Given the reactants Cl[C:2]1[CH:7]=[C:6]([Cl:8])[N:5]=[CH:4][C:3]=1[C:9]([N:11]1[CH:15]([CH3:16])[CH2:14][CH2:13][CH:12]1[CH3:17])=[O:10].[NH2:18][NH2:19], predict the reaction product. The product is: [Cl:8][C:6]1[N:5]=[CH:4][C:3]([C:9]([N:11]2[CH:15]([CH3:16])[CH2:14][CH2:13][CH:12]2[CH3:17])=[O:10])=[C:2]([NH:18][NH2:19])[CH:7]=1. (2) The product is: [NH2:1][C:2]1[CH:7]=[N:6][C:5]([CH:9]=[CH2:10])=[CH:4][N:3]=1. Given the reactants [NH2:1][C:2]1[CH:7]=[N:6][C:5](Br)=[CH:4][N:3]=1.[CH:9](N(CC)C(C)C)(C)[CH3:10].[Cl-].[Li+].C([Sn](CCCC)(CCCC)CCCC)=C.[F-].[K+], predict the reaction product.